From a dataset of Catalyst prediction with 721,799 reactions and 888 catalyst types from USPTO. Predict which catalyst facilitates the given reaction. (1) Reactant: [C:9](O[C:9]([O:11][C:12]([CH3:15])([CH3:14])[CH3:13])=[O:10])([O:11][C:12]([CH3:15])([CH3:14])[CH3:13])=[O:10].[NH:16]1[CH2:21][CH2:20][CH:19]([C:22]#[N:23])[CH2:18][CH2:17]1. Product: [C:22]([CH:19]1[CH2:20][CH2:21][N:16]([C:9]([O:11][C:12]([CH3:13])([CH3:14])[CH3:15])=[O:10])[CH2:17][CH2:18]1)#[N:23]. The catalyst class is: 2. (2) Reactant: [C:1]1([B:7]([CH:9]([O:16][CH:17]([B:24]([C:26]2[CH:31]=[CH:30][CH:29]=[CH:28][CH:27]=2)[OH:25])[C:18]2[CH:23]=[CH:22][CH:21]=[CH:20][CH:19]=2)[C:10]2[CH:15]=[CH:14][CH:13]=[CH:12][CH:11]=2)[OH:8])[CH:6]=[CH:5][CH:4]=[CH:3][CH:2]=1.[CH3:32][N:33]([CH2:35][CH2:36]O)[CH3:34]. Product: [C:1]1([B:7]([CH:9]([O:16][CH:17]([B:24]([C:26]2[CH:27]=[CH:28][CH:29]=[CH:30][CH:31]=2)[O:25][CH2:36][CH2:35][N:33]([CH3:34])[CH3:32])[C:18]2[CH:19]=[CH:20][CH:21]=[CH:22][CH:23]=2)[C:10]2[CH:15]=[CH:14][CH:13]=[CH:12][CH:11]=2)[O:8][CH2:36][CH2:35][N:33]([CH3:34])[CH3:32])[CH:2]=[CH:3][CH:4]=[CH:5][CH:6]=1. The catalyst class is: 8. (3) Reactant: [NH2:1][C:2]1[C:11]2[N:12]=[C:13]3[CH2:18][N:17]([S:19]([CH3:22])(=[O:21])=[O:20])[CH2:16][C@H:15]([CH2:23][CH2:24][CH2:25][NH:26]C(=O)OC(C)(C)C)[N:14]3[C:10]=2[C:9]2[C:4](=[CH:5][CH:6]=[CH:7][CH:8]=2)[N:3]=1.[ClH:34]. Product: [OH2:20].[ClH:34].[ClH:34].[NH2:26][CH2:25][CH2:24][CH2:23][C@@H:15]1[N:14]2[C:10]3[C:9]4[C:4](=[CH:5][CH:6]=[CH:7][CH:8]=4)[N:3]=[C:2]([NH2:1])[C:11]=3[N:12]=[C:13]2[CH2:18][N:17]([S:19]([CH3:22])(=[O:20])=[O:21])[CH2:16]1. The catalyst class is: 8. (4) Reactant: [C:1]1([C:6]2[CH:18]=[CH:17][C:9]([C:10]([O:12][C:13]([CH3:16])([CH3:15])[CH3:14])=[O:11])=[CH:8][CH:7]=2)[CH2:5][CH2:4][CH2:3][CH:2]=1. Product: [CH:1]1([C:6]2[CH:7]=[CH:8][C:9]([C:10]([O:12][C:13]([CH3:14])([CH3:15])[CH3:16])=[O:11])=[CH:17][CH:18]=2)[CH2:2][CH2:3][CH2:4][CH2:5]1. The catalyst class is: 19. (5) Reactant: C[O:2][C:3](=O)[C:4]1[CH:9]=[CH:8][C:7]([CH2:10][N:11]=[N+]=[N-])=[N:6][CH:5]=1.[H-].[Al+3].[Li+].[H-].[H-].[H-].[C@H](O)(C([O-])=O)[C@@H](O)C([O-])=O.[Na+].[K+]. Product: [NH2:11][CH2:10][C:7]1[N:6]=[CH:5][C:4]([CH2:3][OH:2])=[CH:9][CH:8]=1. The catalyst class is: 7. (6) Reactant: [F:1][C:2]([F:32])([F:31])[S:3]([O:6][C:7]1[CH:12]=[CH:11][C:10]([O:13][C:14]2[C:22]([CH3:23])=[CH:21][C:20]([N+:24]([O-:26])=[O:25])=[C:19]3[C:15]=2[CH2:16][CH2:17][CH2:18]3)=[C:9]([OH:27])[C:8]=1[C:28](=O)[CH3:29])(=[O:5])=[O:4].C([SiH](CC)CC)C.FC(F)(F)C(O)=O.O. Product: [F:31][C:2]([F:1])([F:32])[S:3]([O:6][C:7]1[CH:12]=[CH:11][C:10]([O:13][C:14]2[C:22]([CH3:23])=[CH:21][C:20]([N+:24]([O-:26])=[O:25])=[C:19]3[C:15]=2[CH2:16][CH2:17][CH2:18]3)=[C:9]([OH:27])[C:8]=1[CH2:28][CH3:29])(=[O:4])=[O:5]. The catalyst class is: 4. (7) Reactant: C(OP(C#N)(=O)OCC)C.C(N(CC)CC)C.Cl.[NH2:19][C:20]1[CH:21]=[CH:22][C:23]2[O:27][C:26]([CH3:28])=[N:25][C:24]=2[CH:29]=1.[F:30][C:31]([F:51])([F:50])[C:32]1[CH:33]=[C:34]([N:38]2[C:46]3[C:41](=[CH:42][CH:43]=[CH:44][CH:45]=3)[CH:40]=[C:39]2[C:47](O)=[O:48])[CH:35]=[CH:36][CH:37]=1. Product: [CH3:28][C:26]1[O:27][C:23]2[CH:22]=[CH:21][C:20]([NH:19][C:47]([C:39]3[N:38]([C:34]4[CH:35]=[CH:36][CH:37]=[C:32]([C:31]([F:51])([F:30])[F:50])[CH:33]=4)[C:46]4[C:41]([CH:40]=3)=[CH:42][CH:43]=[CH:44][CH:45]=4)=[O:48])=[CH:29][C:24]=2[N:25]=1. The catalyst class is: 9.